This data is from Reaction yield outcomes from USPTO patents with 853,638 reactions. The task is: Predict the reaction yield, written as a fraction of the theoretical maximum amount of product (1.0 means a 100% yield; for example, 0.34 means a 34% yield). (1) The reactants are [Cl:1][C:2]1[CH:9]=[CH:8][C:5]([C:6]#[N:7])=[C:4]([O:10][C:11]2[CH:16]=[CH:15][CH:14]=[C:13]([CH2:17]N(C)C)[C:12]=2[S:21][CH2:22][CH3:23])[CH:3]=1.[Cl:24]C(OCC)=O.O.C(OCC)C. The product is [Cl:1][C:2]1[CH:9]=[CH:8][C:5]([C:6]#[N:7])=[C:4]([O:10][C:11]2[CH:16]=[CH:15][CH:14]=[C:13]([CH2:17][Cl:24])[C:12]=2[S:21][CH2:22][CH3:23])[CH:3]=1. The catalyst is C1(C)C=CC=CC=1.C(OCC)(=O)C. The yield is 0.430. (2) The reactants are [CH2:1]([O:8][C:9]1[N:10]=[N:11][C:12]([C:23]#[C:24][C:25]2[CH:30]=[CH:29][CH:28]=[CH:27][CH:26]=2)=[CH:13][C:14]=1[O:15][CH2:16][C:17]1[CH:22]=[CH:21][CH:20]=[CH:19][CH:18]=1)[C:2]1[CH:7]=[CH:6][CH:5]=[CH:4][CH:3]=1.C(OC1N=NC(Cl)=CC=1OCC1C=CC=CC=1)C1C=CC=CC=1.C(C1C=CC([F:62])=CC=1)#C. No catalyst specified. The product is [CH2:1]([O:8][C:9]1[N:10]=[N:11][C:12]([C:23]#[C:24][C:25]2[CH:30]=[CH:29][C:28]([F:62])=[CH:27][CH:26]=2)=[CH:13][C:14]=1[O:15][CH2:16][C:17]1[CH:18]=[CH:19][CH:20]=[CH:21][CH:22]=1)[C:2]1[CH:3]=[CH:4][CH:5]=[CH:6][CH:7]=1. The yield is 0.720. (3) The reactants are [OH:1][C:2]1[CH:10]=[CH:9][C:5]([CH2:6][CH2:7]Br)=[CH:4][CH:3]=1.[CH3:11][NH2:12].[CH3:13]O. No catalyst specified. The product is [CH3:11][N:12]([CH3:13])[CH2:7][CH2:6][C:5]1[CH:9]=[CH:10][C:2]([OH:1])=[CH:3][CH:4]=1. The yield is 0.920.